This data is from Reaction yield outcomes from USPTO patents with 853,638 reactions. The task is: Predict the reaction yield, written as a fraction of the theoretical maximum amount of product (1.0 means a 100% yield; for example, 0.34 means a 34% yield). (1) The reactants are [CH2:1]([O:8][P:9]([O:19][C:20]1[CH:25]=[CH:24][C:23]([CH2:26][C:27]([OH:29])=[O:28])=[CH:22][CH:21]=1)([O:11][CH2:12][C:13]1[CH:18]=[CH:17][CH:16]=[CH:15][CH:14]=1)=[O:10])[C:2]1[CH:7]=[CH:6][CH:5]=[CH:4][CH:3]=1.[Cl:30][C:31]1[CH:36]=[CH:35][CH:34]=[C:33]([Cl:37])[C:32]=1[C:38]([C:41]1[N:42]([C:50]2[CH:55]=[CH:54][C:53]([C:56]3[CH:61]=[C:60]([S:62]([CH3:65])(=[O:64])=[O:63])[C:59]([CH2:66]O)=[C:58]([F:68])[CH:57]=3)=[CH:52][C:51]=2[F:69])[CH:43]=[C:44]([C:46]([OH:49])([CH3:48])[CH3:47])[N:45]=1)([CH3:40])[CH3:39].C1(N=C=NC2CCCCC2)CCCCC1. The catalyst is CN(C)C1C=CN=CC=1.C(Cl)Cl. The product is [CH2:12]([O:11][P:9]([O:19][C:20]1[CH:21]=[CH:22][C:23]([CH2:26][C:27]([O:29][CH2:66][C:59]2[C:60]([S:62]([CH3:65])(=[O:63])=[O:64])=[CH:61][C:56]([C:53]3[CH:54]=[CH:55][C:50]([N:42]4[CH:43]=[C:44]([C:46]([OH:49])([CH3:47])[CH3:48])[N:45]=[C:41]4[C:38]([C:32]4[C:33]([Cl:37])=[CH:34][CH:35]=[CH:36][C:31]=4[Cl:30])([CH3:40])[CH3:39])=[C:51]([F:69])[CH:52]=3)=[CH:57][C:58]=2[F:68])=[O:28])=[CH:24][CH:25]=1)([O:8][CH2:1][C:2]1[CH:7]=[CH:6][CH:5]=[CH:4][CH:3]=1)=[O:10])[C:13]1[CH:18]=[CH:17][CH:16]=[CH:15][CH:14]=1. The yield is 0.600. (2) The reactants are C1COCC1.O.[CH3:7][O:8][C:9](=[O:32])[C:10]1[CH:15]=[C:14](OS(C(F)(F)F)(=O)=O)[CH:13]=[C:12]([O:24][CH2:25][C:26]2[CH:31]=[CH:30][CH:29]=[CH:28][CH:27]=2)[CH:11]=1.[C:33]1(B(O)O)[CH:38]=[CH:37][CH:36]=[CH:35][CH:34]=1.C(=O)([O-])[O-].[K+].[K+]. The catalyst is C(OCC)C.C1C=CC([P]([Pd]([P](C2C=CC=CC=2)(C2C=CC=CC=2)C2C=CC=CC=2)([P](C2C=CC=CC=2)(C2C=CC=CC=2)C2C=CC=CC=2)[P](C2C=CC=CC=2)(C2C=CC=CC=2)C2C=CC=CC=2)(C2C=CC=CC=2)C2C=CC=CC=2)=CC=1. The product is [CH3:7][O:8][C:9]([C:10]1[CH:15]=[C:14]([C:33]2[CH:38]=[CH:37][CH:36]=[CH:35][CH:34]=2)[CH:13]=[C:12]([O:24][CH2:25][C:26]2[CH:31]=[CH:30][CH:29]=[CH:28][CH:27]=2)[CH:11]=1)=[O:32]. The yield is 0.900. (3) The reactants are COC(=O)C(C)(C1[S:7]C=CC=1)C.C([Al]C[CH:19]([CH3:21])C)C(C)C.[C:22]1([CH3:28])[CH:27]=[CH:26][CH:25]=[CH:24][CH:23]=1.[C:29]([OH:38])(=O)C(C(C(O)=O)O)O. The catalyst is C(Cl)Cl. The product is [CH2:19]([C:27]([C:26]1[S:7][CH:23]=[CH:24][CH:25]=1)([CH2:22][CH3:28])[CH2:29][OH:38])[CH3:21]. The yield is 0.900. (4) The catalyst is CC(C)=O.C(OCC)(=O)C. The yield is 0.610. The product is [CH3:13][O:14][C:15](=[O:23])[C:16]1[CH:21]=[CH:20][C:19]([O:22][CH2:2][C:3]2[CH:12]=[CH:11][C:10]3[C:5](=[CH:6][CH:7]=[CH:8][CH:9]=3)[N:4]=2)=[CH:18][CH:17]=1. The reactants are Cl[CH2:2][C:3]1[CH:12]=[CH:11][C:10]2[C:5](=[CH:6][CH:7]=[CH:8][CH:9]=2)[N:4]=1.[CH3:13][O:14][C:15](=[O:23])[C:16]1[CH:21]=[CH:20][C:19]([OH:22])=[CH:18][CH:17]=1.C(=O)([O-])[O-].[K+].[K+].[OH-].[Na+]. (5) The reactants are Cl[C:2]1[C:7]([F:8])=[CH:6][C:5]([C:9]2[C:18]3[C:13](=[CH:14][C:15]([S:19]([NH:22][C:23]4[S:24][CH:25]=[N:26][N:27]=4)(=[O:21])=[O:20])=[CH:16][CH:17]=3)[CH:12]=[CH:11][N:10]=2)=[C:4]([O:28][CH3:29])[CH:3]=1.[F:30][C:31]1[CH:32]=[C:33](B(O)O)[CH:34]=[C:35]([F:37])[CH:36]=1.P([O-])([O-])([O-])=O.[K+].[K+].[K+]. The catalyst is C1(P(C2CCCCC2)C2C=CC=CC=2C2C(OC)=CC=CC=2OC)CCCCC1.CO.C(Cl)Cl. The product is [S:24]1[CH:25]=[N:26][N:27]=[C:23]1[NH:22][S:19]([C:15]1[CH:14]=[C:13]2[C:18](=[CH:17][CH:16]=1)[C:9]([C:5]1[C:4]([O:28][CH3:29])=[CH:3][C:2]([C:33]3[CH:32]=[C:31]([F:30])[CH:36]=[C:35]([F:37])[CH:34]=3)=[C:7]([F:8])[CH:6]=1)=[N:10][CH:11]=[CH:12]2)(=[O:20])=[O:21]. The yield is 0.303. (6) The reactants are [C:1]([OH:5])(=O)[CH2:2][OH:3].[Cl:6][C:7]1[CH:8]=[C:9]([NH:21][C:22]2[C:31]3[C:26](=[CH:27][CH:28]=[CH:29][C:30]=3[O:32][CH2:33][CH2:34][NH:35][CH2:36][CH2:37][CH3:38])[N:25]=[CH:24][N:23]=2)[CH:10]=[CH:11][C:12]=1[O:13][CH2:14][C:15]1[CH:20]=[CH:19][CH:18]=[CH:17][N:16]=1. No catalyst specified. The product is [Cl:6][C:7]1[CH:8]=[C:9]([NH:21][C:22]2[C:31]3[C:26](=[CH:27][CH:28]=[CH:29][C:30]=3[O:32][CH2:33][CH2:34][N:35]([CH2:36][CH2:37][CH3:38])[C:1](=[O:5])[CH2:2][OH:3])[N:25]=[CH:24][N:23]=2)[CH:10]=[CH:11][C:12]=1[O:13][CH2:14][C:15]1[CH:20]=[CH:19][CH:18]=[CH:17][N:16]=1. The yield is 0.260. (7) The catalyst is CO. The product is [NH2:2][C@H:3]([CH2:23][C:24]1[CH:29]=[C:28]([F:30])[C:27]([F:31])=[CH:26][C:25]=1[F:32])[CH2:4][C:5]([N:7]1[CH2:12][CH2:11][N:10]2[C:13]([C:19]([F:22])([F:20])[F:21])=[N:14][C:15]([C:16]([OH:18])=[O:17])=[C:9]2[CH2:8]1)=[O:6]. The yield is 1.00. The reactants are Cl.[NH2:2][C@H:3]([CH2:23][C:24]1[CH:29]=[C:28]([F:30])[C:27]([F:31])=[CH:26][C:25]=1[F:32])[CH2:4][C:5]([N:7]1[CH2:12][CH2:11][N:10]2[C:13]([C:19]([F:22])([F:21])[F:20])=[N:14][C:15]([C:16]([OH:18])=[O:17])=[C:9]2[CH2:8]1)=[O:6].[OH-].[Na+]. (8) The reactants are OC1C=CC(C(N[C:9]2[CH:10]=[C:11]([CH:18]=[CH:19][C:20]=2[CH3:21])[C:12]([NH:14][CH:15]2[CH2:17][CH2:16]2)=[O:13])=O)=CC=1.[C:37]1(P([C:37]2[CH:42]=[CH:41][CH:40]=[CH:39][CH:38]=2)[C:37]2[CH:42]=[CH:41][CH:40]=[CH:39][CH:38]=2)[CH:42]=[CH:41][CH:40]=[CH:39][CH:38]=1.[N:43]1[CH:48]=[CH:47][CH:46]=[CH:45][C:44]=1[CH:49]([OH:51])[CH3:50].N(C(OCC)=O)=[N:53][C:54](OCC)=[O:55]. The product is [CH:15]1([NH:14][C:12](=[O:13])[C:11]2[CH:10]=[CH:9][C:20]([CH3:21])=[CH:19][C:18]=2[NH:53][C:54](=[O:55])[C:37]2[CH:38]=[CH:39][C:40]([O:51][CH:49]([C:44]3[CH:45]=[CH:46][CH:47]=[CH:48][N:43]=3)[CH3:50])=[CH:41][CH:42]=2)[CH2:16][CH2:17]1. The yield is 0.110. The catalyst is C(Cl)Cl. (9) The reactants are [Cl:1][C:2]1[CH:7]=[CH:6][C:5]([C:8]2[N:12]([CH2:13][C:14]3[CH:19]=[CH:18][CH:17]=[CH:16][C:15]=3[F:20])[C:11](=[O:21])[N:10]([CH2:22][C:23]([OH:25])=O)[N:9]=2)=[CH:4][CH:3]=1.[C:26]1([CH:36]([NH2:38])[CH3:37])[C:35]2[C:30](=[CH:31][CH:32]=[CH:33][CH:34]=2)[CH:29]=[CH:28][N:27]=1. No catalyst specified. The product is [Cl:1][C:2]1[CH:7]=[CH:6][C:5]([C:8]2[N:12]([CH2:13][C:14]3[CH:19]=[CH:18][CH:17]=[CH:16][C:15]=3[F:20])[C:11](=[O:21])[N:10]([CH2:22][C:23]([NH:38][CH:36]([C:26]3[C:35]4[C:30](=[CH:31][CH:32]=[CH:33][CH:34]=4)[CH:29]=[CH:28][N:27]=3)[CH3:37])=[O:25])[N:9]=2)=[CH:4][CH:3]=1. The yield is 0.700. (10) The product is [I:30][C:16]1[N:17]=[C:13]2[CH:12]=[CH:11][CH:10]=[C:9]([C:6]3[CH:7]=[CH:8][C:3]([O:2][CH3:1])=[CH:4][CH:5]=3)[N:14]2[N:15]=1. The reactants are [CH3:1][O:2][C:3]1[CH:8]=[CH:7][C:6]([C:9]2[N:14]3[N:15]=[C:16](N)[N:17]=[C:13]3[CH:12]=[CH:11][CH:10]=2)=[CH:5][CH:4]=1.C1(C)C=CC(S(O)(=O)=O)=CC=1.[I-:30].[K+].N([O-])=O.[Na+]. The catalyst is C(#N)C.O.C(OCC)(=O)C. The yield is 0.710.